The task is: Predict which catalyst facilitates the given reaction.. This data is from Catalyst prediction with 721,799 reactions and 888 catalyst types from USPTO. (1) Product: [C:1]([O:4][C@@H:5]1[C@H:10]([O:11][C:12](=[O:14])[CH3:13])[C@@H:9]([O:15][C:16](=[O:18])[CH3:17])[C@H:8]([CH3:19])[O:7][C@H:6]1[O:20][C@@H:21]1[C@@H:30]([OH:31])[C@H:29]([CH3:32])[O:28][C@@:23]([C@H:33]2[O:62][C@H:61]([CH2:63][O:64][CH2:65][C:66]3[CH:67]=[CH:68][CH:69]=[CH:70][CH:71]=3)[C@@H:52]([O:53][CH2:54][C:55]3[CH:60]=[CH:59][CH:58]=[CH:57][CH:56]=3)[C@H:43]([O:44][CH2:45][C:46]3[CH:51]=[CH:50][CH:49]=[CH:48][CH:47]=3)[C@H:34]2[O:35][CH2:36][C:37]2[CH:38]=[CH:39][CH:40]=[CH:41][CH:42]=2)([OH:24])[C@@H:22]1[O:72][C:73](=[O:80])[C:74]1[CH:79]=[CH:78][CH:77]=[CH:76][CH:75]=1)(=[O:3])[CH3:2]. The catalyst class is: 1. Reactant: [C:1]([O:4][C@@H:5]1[C@H:10]([O:11][C:12](=[O:14])[CH3:13])[C@@H:9]([O:15][C:16](=[O:18])[CH3:17])[C@H:8]([CH3:19])[O:7][C@H:6]1[O:20][C@@H:21]1[C@@H:30]([OH:31])[C@H:29]([CH3:32])[O:28][C@@:23]([C@H:33]2[O:62][C@H:61]([CH2:63][O:64][CH2:65][C:66]3[CH:71]=[CH:70][CH:69]=[CH:68][CH:67]=3)[C@@H:52]([O:53][CH2:54][C:55]3[CH:60]=[CH:59][CH:58]=[CH:57][CH:56]=3)[C@H:43]([O:44][CH2:45][C:46]3[CH:51]=[CH:50][CH:49]=[CH:48][CH:47]=3)[C@H:34]2[O:35][CH2:36][C:37]2[CH:42]=[CH:41][CH:40]=[CH:39][CH:38]=2)([O:24]CC=C)[C@@H:22]1[O:72][C:73](=[O:80])[C:74]1[CH:79]=[CH:78][CH:77]=[CH:76][CH:75]=1)(=[O:3])[CH3:2]. (2) Reactant: [NH2:1][CH2:2][CH2:3][CH2:4][O:5][C:6]1[CH:35]=[CH:34][C:9]([C:10]([N:12]2[C:21]3[C:16](=[CH:17][CH:18]=[CH:19][CH:20]=3)[C@H:15]([N:22]([C:26]3[CH:31]=[CH:30][C:29]([Cl:32])=[CH:28][CH:27]=3)[C:23](=[O:25])[CH3:24])[CH2:14][C@@H:13]2[CH3:33])=[O:11])=[CH:8][CH:7]=1.Cl[C:37]([O:39][CH3:40])=[O:38]. Product: [CH3:40][O:39][C:37](=[O:38])[NH:1][CH2:2][CH2:3][CH2:4][O:5][C:6]1[CH:7]=[CH:8][C:9]([C:10]([N:12]2[C:21]3[C:16](=[CH:17][CH:18]=[CH:19][CH:20]=3)[C@H:15]([N:22]([C:23](=[O:25])[CH3:24])[C:26]3[CH:31]=[CH:30][C:29]([Cl:32])=[CH:28][CH:27]=3)[CH2:14][C@@H:13]2[CH3:33])=[O:11])=[CH:34][CH:35]=1. The catalyst class is: 2. (3) Reactant: [OH:1][C:2]1[CH:11]=[C:10]([C:12]#[C:13][C:14]2[CH:19]=[CH:18][CH:17]=[CH:16][CH:15]=2)[CH:9]=[CH:8][C:3]=1[C:4]([O:6]C)=[O:5].[OH-].[Na+].CC(=O)OCC. Product: [OH:1][C:2]1[CH:11]=[C:10]([C:12]#[C:13][C:14]2[CH:19]=[CH:18][CH:17]=[CH:16][CH:15]=2)[CH:9]=[CH:8][C:3]=1[C:4]([OH:6])=[O:5]. The catalyst class is: 127. (4) Reactant: [Br:1][C:2]1[CH:27]=[CH:26][C:5]2[N:6]([C:9]3[S:13][C:12]([C:14]([O:16][CH3:17])=[O:15])=[C:11]([O:18][Si](C(C)(C)C)(C)C)[CH:10]=3)[CH:7]=[N:8][C:4]=2[CH:3]=1.[F-].C([N+](CCCC)(CCCC)CCCC)CCC. Product: [Br:1][C:2]1[CH:27]=[CH:26][C:5]2[N:6]([C:9]3[S:13][C:12]([C:14]([O:16][CH3:17])=[O:15])=[C:11]([OH:18])[CH:10]=3)[CH:7]=[N:8][C:4]=2[CH:3]=1. The catalyst class is: 1. (5) Reactant: [Cl:1][C:2]1[CH:44]=[CH:43][C:5]([C:6]([NH:8][C:9]2[CH:14]=[CH:13][C:12]([NH:15][CH2:16][CH2:17][N:18]3[CH:22]=[CH:21][C:20]([NH:23]C(C4C=CC=CC=4)(C4C=CC=CC=4)C4C=CC=CC=4)=[N:19]3)=[CH:11][CH:10]=2)=[O:7])=[C:4]([N:45]([CH3:47])[CH3:46])[CH:3]=1.Cl. Product: [NH2:23][C:20]1[CH:21]=[CH:22][N:18]([CH2:17][CH2:16][NH:15][C:12]2[CH:11]=[CH:10][C:9]([NH:8][C:6](=[O:7])[C:5]3[CH:43]=[CH:44][C:2]([Cl:1])=[CH:3][C:4]=3[N:45]([CH3:46])[CH3:47])=[CH:14][CH:13]=2)[N:19]=1. The catalyst class is: 5. (6) Reactant: [C:1]([C:3]1[CH:4]=[CH:5][C:6]([NH:14][C@H:15]2[CH2:19][CH2:18][N:17](C(OC(C)(C)C)=O)[CH2:16]2)=[C:7]2[C:11]=1[NH:10][C:9]([CH3:12])=[C:8]2[CH3:13])#[N:2].[C:27]([OH:33])([C:29]([F:32])([F:31])[F:30])=[O:28]. Product: [OH:33][C:27]([C:29]([F:32])([F:31])[F:30])=[O:28].[CH3:12][C:9]1[NH:10][C:11]2[C:7]([C:8]=1[CH3:13])=[C:6]([NH:14][C@H:15]1[CH2:19][CH2:18][NH:17][CH2:16]1)[CH:5]=[CH:4][C:3]=2[C:1]#[N:2]. The catalyst class is: 2. (7) Reactant: C(Cl)(=O)C1C=CC=CC=1.[NH4+].[N:11]#[C:12][S-:13].[Br:14][C:15]1[CH:16]=[C:17]([CH:19]=[CH:20][CH:21]=1)[NH2:18]. Product: [Br:14][C:15]1[CH:16]=[C:17]([NH:18][C:12]([NH2:11])=[S:13])[CH:19]=[CH:20][CH:21]=1. The catalyst class is: 21. (8) Reactant: [F:1][C:2]1[CH:3]=[C:4]([C@@:8]23[C@@H:17]([OH:18])[CH2:16][CH2:15][CH2:14][C@H:13]2[C@H:12]([CH3:19])[C:11]2([O:23][CH2:22][CH2:21][O:20]2)[CH2:10][CH2:9]3)[CH:5]=[CH:6][CH:7]=1.[Cr](O[Cr]([O-])(=O)=O)([O-])(=O)=O.[NH+]1C=CC=CC=1.[NH+]1C=CC=CC=1.S([O-])([O-])(=O)=O.[Mg+2]. Product: [F:1][C:2]1[CH:3]=[C:4]([C@@:8]23[C:17](=[O:18])[CH2:16][CH2:15][CH2:14][C@H:13]2[C@H:12]([CH3:19])[C:11]2([O:20][CH2:21][CH2:22][O:23]2)[CH2:10][CH2:9]3)[CH:5]=[CH:6][CH:7]=1. The catalyst class is: 4. (9) Reactant: [NH2:1][C:2]1[CH:3]=[C:4]([C:9]([F:12])([F:11])[F:10])[CH:5]=[C:6]([Br:8])[CH:7]=1.[CH3:13][S:14](Cl)(=[O:16])=[O:15]. Product: [Br:8][C:6]1[CH:7]=[C:2]([NH:1][S:14]([CH3:13])(=[O:16])=[O:15])[CH:3]=[C:4]([C:9]([F:12])([F:10])[F:11])[CH:5]=1. The catalyst class is: 17.